From a dataset of NCI-60 drug combinations with 297,098 pairs across 59 cell lines. Regression. Given two drug SMILES strings and cell line genomic features, predict the synergy score measuring deviation from expected non-interaction effect. (1) Drug 1: CC(C)(C#N)C1=CC(=CC(=C1)CN2C=NC=N2)C(C)(C)C#N. Drug 2: B(C(CC(C)C)NC(=O)C(CC1=CC=CC=C1)NC(=O)C2=NC=CN=C2)(O)O. Cell line: SNB-75. Synergy scores: CSS=11.2, Synergy_ZIP=1.29, Synergy_Bliss=-2.25, Synergy_Loewe=-22.1, Synergy_HSA=-3.36. (2) Drug 1: C1=CC=C(C=C1)NC(=O)CCCCCCC(=O)NO. Drug 2: CS(=O)(=O)OCCCCOS(=O)(=O)C. Cell line: SK-MEL-2. Synergy scores: CSS=37.4, Synergy_ZIP=2.03, Synergy_Bliss=5.10, Synergy_Loewe=-22.2, Synergy_HSA=0.511. (3) Drug 1: COC1=NC(=NC2=C1N=CN2C3C(C(C(O3)CO)O)O)N. Drug 2: C1CN1C2=NC(=NC(=N2)N3CC3)N4CC4. Cell line: OVCAR-5. Synergy scores: CSS=39.9, Synergy_ZIP=-2.81, Synergy_Bliss=2.11, Synergy_Loewe=-29.4, Synergy_HSA=0.960. (4) Drug 2: C1=CC=C(C=C1)NC(=O)CCCCCCC(=O)NO. Cell line: HOP-62. Synergy scores: CSS=21.4, Synergy_ZIP=-1.44, Synergy_Bliss=6.58, Synergy_Loewe=3.48, Synergy_HSA=8.19. Drug 1: CC(CN1CC(=O)NC(=O)C1)N2CC(=O)NC(=O)C2. (5) Drug 1: CC(C1=C(C=CC(=C1Cl)F)Cl)OC2=C(N=CC(=C2)C3=CN(N=C3)C4CCNCC4)N. Drug 2: CC1=C(C=C(C=C1)NC2=NC=CC(=N2)N(C)C3=CC4=NN(C(=C4C=C3)C)C)S(=O)(=O)N.Cl. Cell line: U251. Synergy scores: CSS=34.3, Synergy_ZIP=9.49, Synergy_Bliss=12.8, Synergy_Loewe=12.8, Synergy_HSA=13.3. (6) Drug 1: C1CC2CC3=C(CC1C24CN(S(=O)(=O)N4)CC(F)(F)F)C=CC(=C3)C=CCN5CCC(CC5)C(F)(F)F. Drug 2: B(C(CC(C)C)NC(=O)C(CC1=CC=CC=C1)NC(=O)C2=NC=CN=C2)(O)O. Cell line: T-47D. Synergy scores: CSS=54.9, Synergy_ZIP=0.516, Synergy_Bliss=2.43, Synergy_Loewe=-8.76, Synergy_HSA=4.99. (7) Drug 2: CC1=C(N=C(N=C1N)C(CC(=O)N)NCC(C(=O)N)N)C(=O)NC(C(C2=CN=CN2)OC3C(C(C(C(O3)CO)O)O)OC4C(C(C(C(O4)CO)O)OC(=O)N)O)C(=O)NC(C)C(C(C)C(=O)NC(C(C)O)C(=O)NCCC5=NC(=CS5)C6=NC(=CS6)C(=O)NCCC[S+](C)C)O. Synergy scores: CSS=7.61, Synergy_ZIP=-6.70, Synergy_Bliss=-3.38, Synergy_Loewe=-3.48, Synergy_HSA=-3.89. Cell line: SK-MEL-28. Drug 1: CC1OCC2C(O1)C(C(C(O2)OC3C4COC(=O)C4C(C5=CC6=C(C=C35)OCO6)C7=CC(=C(C(=C7)OC)O)OC)O)O. (8) Drug 1: CCN(CC)CCNC(=O)C1=C(NC(=C1C)C=C2C3=C(C=CC(=C3)F)NC2=O)C. Drug 2: B(C(CC(C)C)NC(=O)C(CC1=CC=CC=C1)NC(=O)C2=NC=CN=C2)(O)O. Cell line: SR. Synergy scores: CSS=33.8, Synergy_ZIP=-0.571, Synergy_Bliss=1.77, Synergy_Loewe=-36.2, Synergy_HSA=-2.22. (9) Drug 1: C1=NC2=C(N=C(N=C2N1C3C(C(C(O3)CO)O)O)F)N. Drug 2: CC12CCC3C(C1CCC2OP(=O)(O)O)CCC4=C3C=CC(=C4)OC(=O)N(CCCl)CCCl.[Na+]. Cell line: COLO 205. Synergy scores: CSS=18.1, Synergy_ZIP=-5.73, Synergy_Bliss=-4.34, Synergy_Loewe=-8.88, Synergy_HSA=-7.41. (10) Drug 1: CC1=C2C(C(=O)C3(C(CC4C(C3C(C(C2(C)C)(CC1OC(=O)C(C(C5=CC=CC=C5)NC(=O)C6=CC=CC=C6)O)O)OC(=O)C7=CC=CC=C7)(CO4)OC(=O)C)O)C)OC(=O)C. Drug 2: CC1CCC2CC(C(=CC=CC=CC(CC(C(=O)C(C(C(=CC(C(=O)CC(OC(=O)C3CCCCN3C(=O)C(=O)C1(O2)O)C(C)CC4CCC(C(C4)OC)OCCO)C)C)O)OC)C)C)C)OC. Cell line: NCI-H322M. Synergy scores: CSS=25.8, Synergy_ZIP=-3.52, Synergy_Bliss=-3.65, Synergy_Loewe=-3.24, Synergy_HSA=-4.11.